The task is: Predict the product of the given reaction.. This data is from Forward reaction prediction with 1.9M reactions from USPTO patents (1976-2016). (1) Given the reactants [NH2:1][CH2:2][CH2:3][N:4]1[C:12]2[CH2:11][CH2:10][CH2:9][CH2:8][C:7]=2[CH:6]=[C:5]1[C:13]([O:15]CC)=O.[O-]CC.[Na+], predict the reaction product. The product is: [C:13]1(=[O:15])[C:5]2=[CH:6][C:7]3[CH2:8][CH2:9][CH2:10][CH2:11][C:12]=3[N:4]2[CH2:3][CH2:2][NH:1]1. (2) Given the reactants [Cl:1][CH2:2][CH2:3][C:4](Cl)=[O:5].[Cl:7][C:8]1[CH:13]=[CH:12][CH:11]=[CH:10][C:9]=1[OH:14], predict the reaction product. The product is: [Cl:7][C:8]1[CH:13]=[CH:12][CH:11]=[CH:10][C:9]=1[O:14][C:4](=[O:5])[CH2:3][CH2:2][Cl:1]. (3) Given the reactants [CH3:1][O:2][C:3]1[C:8]([O:9][CH3:10])=[CH:7][CH:6]=[CH:5][C:4]=1[C@@H:11]1[C:17]2[CH:18]=[C:19]([O:22][C:23]([F:26])([F:25])[F:24])[CH:20]=[CH:21][C:16]=2[N:15]2[C:27]([C:30]([F:33])([F:32])[F:31])=[N:28][N:29]=[C:14]2[C@@H:13]([CH2:34][C:35]([O:37]CC)=[O:36])[O:12]1.Cl, predict the reaction product. The product is: [CH3:1][O:2][C:3]1[C:8]([O:9][CH3:10])=[CH:7][CH:6]=[CH:5][C:4]=1[C@@H:11]1[C:17]2[CH:18]=[C:19]([O:22][C:23]([F:24])([F:25])[F:26])[CH:20]=[CH:21][C:16]=2[N:15]2[C:27]([C:30]([F:33])([F:32])[F:31])=[N:28][N:29]=[C:14]2[C@@H:13]([CH2:34][C:35]([OH:37])=[O:36])[O:12]1. (4) The product is: [CH3:1][O:2][C:3]1[CH:4]=[CH:5][C:6]([CH2:7][N:8]2[CH:17]=[C:16]3[C:10]([CH:11]([CH3:24])[O:12][C:13]([CH3:22])([CH3:23])[C:14]4[S:20][C:19]([NH:21][C:28]5[N:33]=[C:32]([CH3:34])[CH:31]=[CH:30][N:29]=5)=[N:18][C:15]=43)=[N:9]2)=[CH:25][CH:26]=1. Given the reactants [CH3:1][O:2][C:3]1[CH:26]=[CH:25][C:6]([CH2:7][N:8]2[CH:17]=[C:16]3[C:10]([CH:11]([CH3:24])[O:12][C:13]([CH3:23])([CH3:22])[C:14]4[S:20][C:19]([NH2:21])=[N:18][C:15]=43)=[N:9]2)=[CH:5][CH:4]=1.Cl[C:28]1[N:33]=[C:32]([CH3:34])[CH:31]=[CH:30][N:29]=1.CC1(C)C2C(=C(P(C3C=CC=CC=3)C3C=CC=CC=3)C=CC=2)OC2C(P(C3C=CC=CC=3)C3C=CC=CC=3)=CC=CC1=2.C([O-])([O-])=O.[Cs+].[Cs+], predict the reaction product.